Predict the reactants needed to synthesize the given product. From a dataset of Full USPTO retrosynthesis dataset with 1.9M reactions from patents (1976-2016). (1) The reactants are: [CH3:1][O:2][C:3]([C:5]1[N:6]([CH2:25][C:26]2[CH:31]=[CH:30][CH:29]=[CH:28][CH:27]=2)[C:7](=[O:24])[C:8]2[C:13]([C:14]=1[C:15]1[CH:20]=[CH:19][CH:18]=[CH:17][CH:16]=1)=[CH:12][C:11]([C:21](O)=[O:22])=[CH:10][CH:9]=2)=[O:4].O.Cl. Given the product [CH3:1][O:2][C:3]([C:5]1[N:6]([CH2:25][C:26]2[CH:31]=[CH:30][CH:29]=[CH:28][CH:27]=2)[C:7](=[O:24])[C:8]2[C:13]([C:14]=1[C:15]1[CH:20]=[CH:19][CH:18]=[CH:17][CH:16]=1)=[CH:12][C:11]([CH2:21][OH:22])=[CH:10][CH:9]=2)=[O:4], predict the reactants needed to synthesize it. (2) Given the product [CH:1]1([C:7]2[CH:20]=[CH:19][C:10]([O:11][CH2:12][C@H:13]3[O:17][C:16]4=[N:18][C:24](=[O:23])[CH:25]=[C:26]([CH2:27][CH2:28][OH:29])[N:15]4[CH2:14]3)=[CH:9][CH:8]=2)[CH2:2][CH2:3][CH2:4][CH2:5][CH2:6]1, predict the reactants needed to synthesize it. The reactants are: [CH:1]1([C:7]2[CH:20]=[CH:19][C:10]([O:11][CH2:12][C@H:13]3[O:17][C:16]([NH2:18])=[N:15][CH2:14]3)=[CH:9][CH:8]=2)[CH2:6][CH2:5][CH2:4][CH2:3][CH2:2]1.C([O:23][C:24](=O)[C:25]#[C:26][CH2:27][CH2:28][OH:29])C. (3) Given the product [C:22]1([CH3:26])[C:16]([S:13]([C@@H:23]2[C@@H:7]([C:6]3[CH:9]=[CH:10][C:3]([C:2]([F:11])([F:12])[F:1])=[CH:4][CH:5]=3)[O:8][CH:25]=[N:24]2)(=[O:14])=[O:15])=[CH:17][CH:18]=[CH:19][CH:21]=1, predict the reactants needed to synthesize it. The reactants are: [F:1][C:2]([F:12])([F:11])[C:3]1[CH:10]=[CH:9][C:6]([CH:7]=[O:8])=[CH:5][CH:4]=1.[S:13]([CH2:23][N+:24]#[C-:25])([C:16]1[CH:22]=[CH:21][C:19](C)=[CH:18][CH:17]=1)(=[O:15])=[O:14].[C-:26]#N.[Na+]. (4) Given the product [CH3:1][C:2]1[CH:3]=[C:4]2[C:8](=[CH:9][CH:10]=1)[O:26][C:7](=[O:11])[CH2:6][C@H:5]2[C:12]1[CH:17]=[CH:16][CH:15]=[CH:14][CH:13]=1, predict the reactants needed to synthesize it. The reactants are: [CH3:1][C:2]1[CH:3]=[C:4]2[C:8](=[CH:9][CH:10]=1)[C:7](=[O:11])[CH2:6][C@H:5]2[C:12]1[CH:17]=[CH:16][CH:15]=[CH:14][CH:13]=1.C1C=C(Cl)C=C(C(OO)=[O:26])C=1.CC1C=CC(S(O)(=O)=O)=CC=1.O.